This data is from Catalyst prediction with 721,799 reactions and 888 catalyst types from USPTO. The task is: Predict which catalyst facilitates the given reaction. (1) Reactant: [Cl:1][C:2]1[CH:3]=[C:4]([C@H:9]([CH2:20][CH2:21][N:22]2[CH2:25][CH:24]([N:26]3[CH2:31][CH2:30][S:29][CH2:28][CH2:27]3)[CH2:23]2)[CH2:10][N:11](C)[C:12](=O)OC(C)(C)C)[CH:5]=[CH:6][C:7]=1[Cl:8].[ClH:32]. Product: [ClH:1].[ClH:32].[Cl:1][C:2]1[CH:3]=[C:4]([C@H:9]([CH2:20][CH2:21][N:22]2[CH2:23][CH:24]([N:26]3[CH2:27][CH2:28][S:29][CH2:30][CH2:31]3)[CH2:25]2)[CH2:10][NH:11][CH3:12])[CH:5]=[CH:6][C:7]=1[Cl:8]. The catalyst class is: 28. (2) Reactant: [OH:1][CH2:2][C@@H:3]([C@@H:5]1[C@:13]2([CH3:14])[C@H:8]([C@@H:9]([OH:15])[CH2:10][CH2:11][CH2:12]2)[CH2:7][CH2:6]1)[CH3:4].[C:16](Cl)(=[O:21])[C:17]([CH3:20])([CH3:19])[CH3:18]. Product: [C:16]([O:1][CH2:2][C@@H:3]([C@@H:5]1[C@:13]2([CH3:14])[C@H:8]([C@@H:9]([OH:15])[CH2:10][CH2:11][CH2:12]2)[CH2:7][CH2:6]1)[CH3:4])(=[O:21])[C:17]([CH3:20])([CH3:19])[CH3:18]. The catalyst class is: 272. (3) Reactant: Cl.[C:2]1([N:8]([CH2:34][CH2:35][C:36]([O:38][CH2:39][CH3:40])=[O:37])[C:9]([C:11]2[CH:33]=[CH:32][C:14]3[N:15]([CH3:31])[C:16]([CH2:18][NH:19][C:20]4[CH:25]=[CH:24][C:23]([C:26](=[NH:28])[NH2:27])=[CH:22][C:21]=4[O:29][CH3:30])=[N:17][C:13]=3[CH:12]=2)=[O:10])[CH:7]=[CH:6][CH:5]=[CH:4][CH:3]=1.Cl[C:42]([O:44][CH2:45][CH2:46][CH2:47][CH2:48][CH3:49])=[O:43]. Product: [C:2]1([N:8]([CH2:34][CH2:35][C:36]([O:38][CH2:39][CH3:40])=[O:37])[C:9]([C:11]2[CH:33]=[CH:32][C:14]3[N:15]([CH3:31])[C:16]([CH2:18][NH:19][C:20]4[CH:25]=[CH:24][C:23]([C:26](=[NH:27])[NH:28][C:42]([O:44][CH2:45][CH2:46][CH2:47][CH2:48][CH3:49])=[O:43])=[CH:22][C:21]=4[O:29][CH3:30])=[N:17][C:13]=3[CH:12]=2)=[O:10])[CH:3]=[CH:4][CH:5]=[CH:6][CH:7]=1. The catalyst class is: 429.